Dataset: Forward reaction prediction with 1.9M reactions from USPTO patents (1976-2016). Task: Predict the product of the given reaction. (1) Given the reactants [Br:1][C:2]1[CH:17]=[CH:16][C:5]([O:6][C:7]2[NH:11][C:10]3[CH:12]=[CH:13][CH:14]=[CH:15][C:9]=3[N:8]=2)=[CH:4][CH:3]=1.[H-].[Na+].Cl[CH2:21][C:22](=[O:24])[CH3:23], predict the reaction product. The product is: [Br:1][C:2]1[CH:17]=[CH:16][C:5]([O:6][C:7]2[N:8]([CH2:21][C:22](=[O:24])[CH3:23])[C:9]3[CH:15]=[CH:14][CH:13]=[CH:12][C:10]=3[N:11]=2)=[CH:4][CH:3]=1. (2) Given the reactants C(=O)([O-])[O-].[Cs+].[Cs+].[O:7]1[CH2:12][CH2:11][O:10][C:9]2[CH:13]=[C:14]([C:17]3[CH:24]=[CH:23][CH:22]=[C:21]([CH2:25][O:26][C:27]4[CH:32]=[C:31]([OH:33])[C:30]([CH:34]=[O:35])=[CH:29][C:28]=4[CH3:36])[C:18]=3[C:19]#[N:20])[CH:15]=[CH:16][C:8]1=2.Cl[CH2:38][C:39]1[CH:40]=[N:41][CH:42]=[C:43]([CH:46]=1)[C:44]#[N:45], predict the reaction product. The product is: [C:19]([C:18]1[C:17]([C:14]2[CH:15]=[CH:16][C:8]3[O:7][CH2:12][CH2:11][O:10][C:9]=3[CH:13]=2)=[CH:24][CH:23]=[CH:22][C:21]=1[CH2:25][O:26][C:27]1[C:28]([CH3:36])=[CH:29][C:30]([CH:34]=[O:35])=[C:31]([CH:32]=1)[O:33][CH2:38][C:39]1[CH:40]=[N:41][CH:42]=[C:43]([CH:46]=1)[C:44]#[N:45])#[N:20].